Dataset: NCI-60 drug combinations with 297,098 pairs across 59 cell lines. Task: Regression. Given two drug SMILES strings and cell line genomic features, predict the synergy score measuring deviation from expected non-interaction effect. (1) Drug 1: CN1CCC(CC1)COC2=C(C=C3C(=C2)N=CN=C3NC4=C(C=C(C=C4)Br)F)OC. Drug 2: C#CCC(CC1=CN=C2C(=N1)C(=NC(=N2)N)N)C3=CC=C(C=C3)C(=O)NC(CCC(=O)O)C(=O)O. Cell line: K-562. Synergy scores: CSS=33.1, Synergy_ZIP=-7.83, Synergy_Bliss=-10.3, Synergy_Loewe=-17.2, Synergy_HSA=-8.89. (2) Drug 1: C1=CN(C=N1)CC(O)(P(=O)(O)O)P(=O)(O)O. Drug 2: CC1C(C(CC(O1)OC2CC(CC3=C2C(=C4C(=C3O)C(=O)C5=C(C4=O)C(=CC=C5)OC)O)(C(=O)CO)O)N)O.Cl. Cell line: A549. Synergy scores: CSS=27.4, Synergy_ZIP=-1.36, Synergy_Bliss=-0.545, Synergy_Loewe=-8.79, Synergy_HSA=-0.521. (3) Drug 1: C1=CC=C(C=C1)NC(=O)CCCCCCC(=O)NO. Drug 2: CC1CCCC2(C(O2)CC(NC(=O)CC(C(C(=O)C(C1O)C)(C)C)O)C(=CC3=CSC(=N3)C)C)C. Cell line: T-47D. Synergy scores: CSS=44.5, Synergy_ZIP=3.60, Synergy_Bliss=5.90, Synergy_Loewe=-4.98, Synergy_HSA=6.12.